From a dataset of Reaction yield outcomes from USPTO patents with 853,638 reactions. Predict the reaction yield, written as a fraction of the theoretical maximum amount of product (1.0 means a 100% yield; for example, 0.34 means a 34% yield). (1) The reactants are [C:1]([O:5][C:6]([N:8]1[CH2:12][CH2:11][CH2:10][CH:9]1[C:13]1[NH:14][C:15]([C:18]2[CH:23]=[CH:22][C:21]([C:24]3[CH:29]=[CH:28][C:27]([C:30]4[NH:31][C:32]([CH:35]5[CH2:39][CH2:38][CH2:37][N:36]5[C:40](=[O:53])[CH:41]([NH:48][C:49]([O:51][CH3:52])=[O:50])[CH2:42][CH2:43]C(F)(F)F)=[N:33][CH:34]=4)=[CH:26][CH:25]=3)=[CH:20][CH:19]=2)=[CH:16][N:17]=1)=[O:7])([CH3:4])([CH3:3])[CH3:2].COC(=O)C(NC(OC)=O)CC[O:60][CH2:61][C:62]([F:65])([F:64])[F:63]. No catalyst specified. The product is [C:1]([O:5][C:6]([N:8]1[CH2:12][CH2:11][CH2:10][CH:9]1[C:13]1[NH:14][C:15]([C:18]2[CH:23]=[CH:22][C:21]([C:24]3[CH:29]=[CH:28][C:27]([C:30]4[NH:31][C:32]([CH:35]5[CH2:39][CH2:38][CH2:37][N:36]5[C:40](=[O:53])[CH:41]([NH:48][C:49]([O:51][CH3:52])=[O:50])[CH2:42][CH2:43][O:60][CH2:61][C:62]([F:65])([F:64])[F:63])=[N:33][CH:34]=4)=[CH:26][CH:25]=3)=[CH:20][CH:19]=2)=[CH:16][N:17]=1)=[O:7])([CH3:3])([CH3:4])[CH3:2]. The yield is 0.740. (2) The reactants are [H-].[Na+].[Br:3][C:4]1[CH:5]=[C:6]([OH:10])[CH:7]=[CH:8][CH:9]=1.[C:11]([O:15][C:16](=[O:29])[N:17]([C:19]1[CH:24]=[C:23](Cl)[CH:22]=[CH:21][C:20]=1[N+:26]([O-:28])=[O:27])[CH3:18])([CH3:14])([CH3:13])[CH3:12]. The catalyst is CN(C)C=O. The product is [C:11]([O:15][C:16](=[O:29])[N:17]([C:19]1[CH:24]=[C:23]([O:10][C:6]2[CH:7]=[CH:8][CH:9]=[C:4]([Br:3])[CH:5]=2)[CH:22]=[CH:21][C:20]=1[N+:26]([O-:28])=[O:27])[CH3:18])([CH3:14])([CH3:12])[CH3:13]. The yield is 0.830. (3) The reactants are [I:1][C:2]1[CH:3]=[C:4]([C:20](O)=[O:21])[C:5](=[O:19])[N:6]([C:9]2[CH:14]=[CH:13][CH:12]=[C:11]([C:15]([F:18])([F:17])[F:16])[CH:10]=2)[C:7]=1[CH3:8].C(N1C=CN=C1)(N1C=CN=C1)=O.[CH3:35][N:36]([CH3:41])[CH2:37][CH2:38][CH2:39][NH2:40].O. The catalyst is CN(C=O)C. The product is [CH3:35][N:36]([CH3:41])[CH2:37][CH2:38][CH2:39][NH:40][C:20]([C:4]1[C:5](=[O:19])[N:6]([C:9]2[CH:14]=[CH:13][CH:12]=[C:11]([C:15]([F:16])([F:18])[F:17])[CH:10]=2)[C:7]([CH3:8])=[C:2]([I:1])[CH:3]=1)=[O:21]. The yield is 0.830.